This data is from Catalyst prediction with 721,799 reactions and 888 catalyst types from USPTO. The task is: Predict which catalyst facilitates the given reaction. (1) The catalyst class is: 2. Reactant: C[O:2][C:3]1[CH:11]=[C:10]2[C:6]([CH:7]=[CH:8][NH:9]2)=[CH:5][CH:4]=1.B(Br)(Br)Br. Product: [OH:2][C:3]1[CH:11]=[C:10]2[C:6]([CH:7]=[CH:8][NH:9]2)=[CH:5][CH:4]=1. (2) Reactant: C([Li])(CC)C.[Cl:6][C:7]1[CH:12]=[CH:11][C:10]([NH:13][C:14](=[O:20])[O:15][C:16]([CH3:19])([CH3:18])[CH3:17])=[CH:9][CH:8]=1.[O:21]1[C:26]2[CH:27]=[CH:28][CH:29]=[C:30]([CH:31]=[O:32])[C:25]=2[O:24][CH2:23][CH2:22]1.[Cl-].[NH4+]. Product: [Cl:6][C:7]1[CH:8]=[CH:9][C:10]([NH:13][C:14](=[O:20])[O:15][C:16]([CH3:17])([CH3:19])[CH3:18])=[C:11]([CH:31]([C:30]2[C:25]3[O:24][CH2:23][CH2:22][O:21][C:26]=3[CH:27]=[CH:28][CH:29]=2)[OH:32])[CH:12]=1. The catalyst class is: 7. (3) Reactant: [F:1][C:2]1[CH:7]=[CH:6][C:5]([CH:8]=[CH:9][CH2:10][CH2:11][CH2:12][CH2:13][CH2:14][C:15]([OH:17])=[O:16])=[CH:4][C:3]=1[CH3:18]. Product: [F:1][C:2]1[CH:7]=[CH:6][C:5]([CH2:8][CH2:9][CH2:10][CH2:11][CH2:12][CH2:13][CH2:14][C:15]([OH:17])=[O:16])=[CH:4][C:3]=1[CH3:18]. The catalyst class is: 19. (4) Reactant: [CH2:1]([C:6]1[C:10]2[CH:11]=[CH:12][CH:13]=[CH:14][C:9]=2[O:8][C:7]=1[C:15]1[CH:16]=[C:17]2[C:22](=[CH:23][CH:24]=1)[CH:21]=[C:20]([OH:25])[CH:19]=[CH:18]2)[CH2:2][CH2:3][CH2:4][CH3:5].C(=O)([O-])[O-].[Cs+].[Cs+].Br[CH2:33][C:34]([O:36][CH2:37][CH3:38])=[O:35]. Product: [CH2:37]([O:36][C:34](=[O:35])[CH2:33][O:25][C:20]1[CH:19]=[CH:18][C:17]2[C:22](=[CH:23][CH:24]=[C:15]([C:7]3[O:8][C:9]4[CH:14]=[CH:13][CH:12]=[CH:11][C:10]=4[C:6]=3[CH2:1][CH2:2][CH2:3][CH2:4][CH3:5])[CH:16]=2)[CH:21]=1)[CH3:38]. The catalyst class is: 21. (5) Reactant: [Cl:1][C:2]1[CH:3]=[C:4]2[C:9](=[CH:10][C:11]=1[C:12](O)=[O:13])[N:8]=[CH:7][N:6]=[C:5]2[NH:15][CH:16]([C:18]1[NH:22][C:21]2[CH:23]=[CH:24][C:25]([Cl:27])=[CH:26][C:20]=2[N:19]=1)[CH3:17].FC1C(OC(N(C)C)=[N+](C)C)=C(F)C(F)=C(F)C=1F.F[P-](F)(F)(F)(F)F.C(N(C(C)C)CC)(C)C.[O:63]=[C:64]1[CH2:69][CH2:68][NH:67][CH2:66][CH2:65]1. The catalyst class is: 16. Product: [Cl:1][C:2]1[CH:3]=[C:4]2[C:9](=[CH:10][C:11]=1[C:12]([N:67]1[CH2:68][CH2:69][C:64](=[O:63])[CH2:65][CH2:66]1)=[O:13])[N:8]=[CH:7][N:6]=[C:5]2[NH:15][CH:16]([C:18]1[NH:22][C:21]2[CH:23]=[CH:24][C:25]([Cl:27])=[CH:26][C:20]=2[N:19]=1)[CH3:17]. (6) Reactant: CC1C=CC(S(O[CH2:12][CH2:13][C:14]#[CH:15])(=O)=O)=CC=1.[N:16]1([C:22]2[N:27]=[CH:26][CH:25]=[CH:24][N:23]=2)[CH2:21][CH2:20][NH:19][CH2:18][CH2:17]1.C(N(C(C)C)CC)(C)C. Product: [CH2:12]([N:19]1[CH2:20][CH2:21][N:16]([C:22]2[N:23]=[CH:24][CH:25]=[CH:26][N:27]=2)[CH2:17][CH2:18]1)[CH2:13][C:14]#[CH:15]. The catalyst class is: 26.